Predict which catalyst facilitates the given reaction. From a dataset of Catalyst prediction with 721,799 reactions and 888 catalyst types from USPTO. (1) Reactant: [C:1]([NH:5][C:6]1[CH:11]=[CH:10][C:9]([NH:12][C:13]([CH:15]2[CH2:20][CH:19]([NH:21][C:22]3[N:27]=[C:26]([C:28]4[C:36]5[C:31](=[CH:32][CH:33]=[CH:34][CH:35]=5)[NH:30][CH:29]=4)[C:25]([Cl:37])=[CH:24][N:23]=3)[CH2:18][N:17](C(OC(C)(C)C)=O)[CH2:16]2)=[O:14])=[CH:8][CH:7]=1)(=[O:4])[CH:2]=[CH2:3].Cl. Product: [C:1]([NH:5][C:6]1[CH:11]=[CH:10][C:9]([NH:12][C:13]([CH:15]2[CH2:20][CH:19]([NH:21][C:22]3[N:27]=[C:26]([C:28]4[C:36]5[C:31](=[CH:32][CH:33]=[CH:34][CH:35]=5)[NH:30][CH:29]=4)[C:25]([Cl:37])=[CH:24][N:23]=3)[CH2:18][NH:17][CH2:16]2)=[O:14])=[CH:8][CH:7]=1)(=[O:4])[CH:2]=[CH2:3]. The catalyst class is: 137. (2) Product: [CH3:26][O:25][C:20]1[CH:19]=[CH:18][C:17]2[C:22](=[CH:23][CH:24]=[C:15]([C:9]3[C:13]4[C:12](=[CH:8][CH:7]=[C:6]([C:4]5[N:5]=[C:29]([CH2:30][N:31]6[CH2:35][CH2:34][CH2:33][CH2:32]6)[NH:28][N:27]=5)[CH:14]=4)[NH:11][N:10]=3)[CH:16]=2)[CH:21]=1. The catalyst class is: 5. Reactant: C(O[C:4]([C:6]1[CH:7]=[C:8]2[C:12](=[CH:13][CH:14]=1)[NH:11][N:10]=[C:9]2[C:15]1[CH:24]=[CH:23][C:22]2[C:17](=[CH:18][CH:19]=[C:20]([O:25][CH3:26])[CH:21]=2)[CH:16]=1)=[NH:5])C.[NH2:27][NH:28][C:29](=O)[CH2:30][N:31]1[CH2:35][CH2:34][CH2:33][CH2:32]1.C[O-].[Na+].